From a dataset of Forward reaction prediction with 1.9M reactions from USPTO patents (1976-2016). Predict the product of the given reaction. Given the reactants [F:1][C:2]([F:21])([F:20])[CH:3]1[CH2:7][CH2:6][N:5]([C:8]2[CH:9]=[CH:10][C:11]3[N:17]4[CH2:18][C@H:14]([CH2:15][CH2:16]4)[NH:13][C:12]=3[N:19]=2)[CH2:4]1.[H-].[Na+].[N:24]1[CH:29]=[CH:28][CH:27]=[CH:26][C:25]=1[N:30]1C(=O)N2C=CC=CC2=N[C:31]1=[O:41].O, predict the reaction product. The product is: [N:24]1[CH:29]=[CH:28][CH:27]=[CH:26][C:25]=1[NH:30][C:31]([N:13]1[C@@H:14]2[CH2:18][N:17]([CH2:16][CH2:15]2)[C:11]2[CH:10]=[CH:9][C:8]([N:5]3[CH2:6][CH2:7][CH:3]([C:2]([F:1])([F:20])[F:21])[CH2:4]3)=[N:19][C:12]1=2)=[O:41].